This data is from Catalyst prediction with 721,799 reactions and 888 catalyst types from USPTO. The task is: Predict which catalyst facilitates the given reaction. Reactant: [C:1]([C:4]1[CH:13]=[CH:12][C:7]([C:8]([O:10][CH3:11])=[O:9])=[C:6]([F:14])[CH:5]=1)(=[O:3])[CH3:2].C([O-])([O-])=O.[Na+].[Na+].[F:21][C:22]([F:35])([F:34])[S:23](O[S:23]([C:22]([F:35])([F:34])[F:21])(=[O:25])=[O:24])(=[O:25])=[O:24]. Product: [F:21][C:22]([F:35])([F:34])[S:23]([O:3][C:1]([C:4]1[CH:13]=[CH:12][C:7]([C:8]([O:10][CH3:11])=[O:9])=[C:6]([F:14])[CH:5]=1)=[CH2:2])(=[O:25])=[O:24]. The catalyst class is: 4.